This data is from Catalyst prediction with 721,799 reactions and 888 catalyst types from USPTO. The task is: Predict which catalyst facilitates the given reaction. (1) Reactant: [Cl:1][C:2]1[CH:7]=[CH:6][C:5]([Cl:8])=[CH:4][C:3]=1[C:9]1[O:13][N:12]=[CH:11][C:10]=1[CH2:14]O.S(Cl)([Cl:18])=O. Product: [Cl:18][CH2:14][C:10]1[CH:11]=[N:12][O:13][C:9]=1[C:3]1[CH:4]=[C:5]([Cl:8])[CH:6]=[CH:7][C:2]=1[Cl:1]. The catalyst class is: 11. (2) Reactant: Cl[C:2]1[N:7]=[C:6]([C:8]2[S:12][C:11]([NH:13][CH2:14][CH3:15])=[N:10][C:9]=2[C:16]2[CH:21]=[C:20]([O:22][CH3:23])[CH:19]=[C:18]([CH3:24])[CH:17]=2)[CH:5]=[CH:4][N:3]=1.[N:25]1([C:31]2[N:36]=[CH:35][C:34]([NH2:37])=[CH:33][CH:32]=2)[CH2:30][CH2:29][O:28][CH2:27][CH2:26]1.CC(O)C.Cl. Product: [CH2:14]([NH:13][C:11]1[S:12][C:8]([C:6]2[CH:5]=[CH:4][N:3]=[C:2]([NH:37][C:34]3[CH:35]=[N:36][C:31]([N:25]4[CH2:26][CH2:27][O:28][CH2:29][CH2:30]4)=[CH:32][CH:33]=3)[N:7]=2)=[C:9]([C:16]2[CH:21]=[C:20]([O:22][CH3:23])[CH:19]=[C:18]([CH3:24])[CH:17]=2)[N:10]=1)[CH3:15]. The catalyst class is: 12. (3) Reactant: [Cl:1][C:2]1[CH:3]=[C:4]2[C:9](=[CH:10][CH:11]=1)[N:8]=[C:7]([N:12]1[CH2:17][CH2:16][CH2:15][CH2:14][CH2:13]1)[C:6]([C:18]([NH:20][NH2:21])=[O:19])=[C:5]2[C:22]1[CH:27]=[CH:26][CH:25]=[CH:24][CH:23]=1.[C:28](N1C=CN=C1)(N1C=CN=C1)=[S:29].C(N(CC)CC)C.O. Product: [Cl:1][C:2]1[CH:3]=[C:4]2[C:9](=[CH:10][CH:11]=1)[N:8]=[C:7]([N:12]1[CH2:17][CH2:16][CH2:15][CH2:14][CH2:13]1)[C:6]([C:18]1[O:19][C:28](=[S:29])[NH:21][N:20]=1)=[C:5]2[C:22]1[CH:27]=[CH:26][CH:25]=[CH:24][CH:23]=1. The catalyst class is: 1. (4) Reactant: [NH2:1][C:2]1[CH:3]=[C:4]([CH:17]=[CH:18][C:19]=1[Cl:20])[C:5]([O:7]N1C2C=CC=CC=2N=N1)=O.[C:21]1([C@H:27]([NH2:29])[CH3:28])[CH:26]=[CH:25][CH:24]=[CH:23][CH:22]=1.C(N(CC)CC)C.CN(C)C=O. Product: [NH2:1][C:2]1[CH:3]=[C:4]([CH:17]=[CH:18][C:19]=1[Cl:20])[C:5]([NH:29][C@@H:27]([C:21]1[CH:26]=[CH:25][CH:24]=[CH:23][CH:22]=1)[CH3:28])=[O:7]. The catalyst class is: 4. (5) Reactant: [Cl:1][C:2]1[N:7]=[C:6](Cl)[C:5]([NH:9][CH2:10][C:11]([CH3:20])([O:13][CH:14]2[CH2:19][CH2:18][CH2:17][CH2:16][O:15]2)[CH3:12])=[CH:4][N:3]=1.Cl.[NH:22]1[CH2:27][CH2:26][O:25][CH2:24][CH:23]1[C:28](O)=[O:29].C(N(C(C)C)CC)(C)C.O. Product: [Cl:1][C:2]1[N:3]=[CH:4][C:5]2[N:9]([CH2:10][C:11]([CH3:20])([O:13][CH:14]3[CH2:19][CH2:18][CH2:17][CH2:16][O:15]3)[CH3:12])[C:28](=[O:29])[CH:23]3[CH2:24][O:25][CH2:26][CH2:27][N:22]3[C:6]=2[N:7]=1. The catalyst class is: 16. (6) Reactant: [Cl:1][C:2]1[CH:7]=[CH:6][C:5]([C:8]([F:11])([F:10])[F:9])=[CH:4][C:3]=1[C:12]1[S:13][C:14]([C:17]([O:19]CC)=O)=[CH:15][N:16]=1.[F:22][C:23]1[CH:29]=[CH:28][CH:27]=[C:26]([F:30])[C:24]=1[NH2:25].[Al](C)(C)C. Product: [Cl:1][C:2]1[CH:7]=[CH:6][C:5]([C:8]([F:9])([F:10])[F:11])=[CH:4][C:3]=1[C:12]1[S:13][C:14]([C:17]([NH:25][C:24]2[C:23]([F:22])=[CH:29][CH:28]=[CH:27][C:26]=2[F:30])=[O:19])=[CH:15][N:16]=1. The catalyst class is: 11.